This data is from Forward reaction prediction with 1.9M reactions from USPTO patents (1976-2016). The task is: Predict the product of the given reaction. (1) Given the reactants C(N(CC)CC)C.[C:8]([C:12]1[CH:13]=[C:14]([N:30]([CH3:35])[S:31]([CH3:34])(=[O:33])=[O:32])[C:15]([O:28][CH3:29])=[C:16]([NH:18][C:19](=[O:27])OC2C=CC=CC=2)[CH:17]=1)([CH3:11])([CH3:10])[CH3:9].[NH2:36][C:37]1[C:46]2[C:41](=[CH:42][CH:43]=[CH:44][CH:45]=2)[C:40]([O:47][C:48]2[CH:53]=[CH:52][N:51]=[C:50]([NH:54][C:55]3[CH:60]=[CH:59][C:58]([P:61]([CH3:66])(=[O:65])[O:62][CH2:63][CH3:64])=[C:57]([O:67][CH3:68])[CH:56]=3)[CH:49]=2)=[CH:39][CH:38]=1.C(=O)(O)[O-].[NH4+], predict the reaction product. The product is: [C:8]([C:12]1[CH:13]=[C:14]([N:30]([CH3:35])[S:31]([CH3:34])(=[O:32])=[O:33])[C:15]([O:28][CH3:29])=[C:16]([NH:18][C:19](=[O:27])[NH:36][C:37]2[C:46]3[C:41](=[CH:42][CH:43]=[CH:44][CH:45]=3)[C:40]([O:47][C:48]3[CH:53]=[CH:52][N:51]=[C:50]([NH:54][C:55]4[CH:60]=[CH:59][C:58]([P:61]([CH3:66])(=[O:65])[O:62][CH2:63][CH3:64])=[C:57]([O:67][CH3:68])[CH:56]=4)[CH:49]=3)=[CH:39][CH:38]=2)[CH:17]=1)([CH3:10])([CH3:9])[CH3:11]. (2) The product is: [N:1]([CH2:4][CH2:5][NH:6][C:7](=[O:21])[C:8]1[CH:9]=[CH:10][C:11]([CH2:12][CH2:13][CH2:14][CH2:15][CH2:16][CH2:17][CH3:18])=[CH:23][CH:22]=1)=[N+:2]=[N-:3]. Given the reactants [N:1]([CH2:4][CH2:5][NH:6][C:7](=[O:21])[CH2:8][CH2:9][CH2:10][CH2:11][CH2:12][CH2:13][CH2:14][CH2:15][CH2:16][CH2:17][CH2:18]CC)=[N+:2]=[N-:3].[CH2:22](C1C=CC(C(Cl)=O)=CC=1)[CH2:23]CCCCC.N(CCN)=[N+]=[N-].C(N(CC)CC)C, predict the reaction product. (3) Given the reactants Br[C:2]1[CH:7]=[C:6]([F:8])[CH:5]=[CH:4][C:3]=1[O:9][C@H:10]([CH2:12][CH:13]=[CH2:14])[CH3:11].FC1C=CC([B:22]([OH:24])[OH:23])=C(O[C@H](CC=C)C)C=1, predict the reaction product. The product is: [F:8][C:6]1[CH:5]=[CH:4][C:3]([O:9][C@H:10]([CH2:12][CH:13]=[CH2:14])[CH3:11])=[C:2]([B:22]([OH:24])[OH:23])[CH:7]=1. (4) The product is: [Cl:1][C:2]1[N:3]=[C:4]([N:12]2[CH2:17][CH2:16][O:15][CH2:14][CH2:13]2)[C:5]2[S:10][C:9](/[CH:22]=[CH:21]/[CH2:20][O:19][CH3:18])=[CH:8][C:6]=2[N:7]=1. Given the reactants [Cl:1][C:2]1[N:3]=[C:4]([N:12]2[CH2:17][CH2:16][O:15][CH2:14][CH2:13]2)[C:5]2[S:10][C:9](I)=[CH:8][C:6]=2[N:7]=1.[CH3:18][O:19][CH2:20]/[CH:21]=[CH:22]/B1OC(C)(C)C(C)(C)O1, predict the reaction product. (5) The product is: [CH3:1][NH:2][C:3]([C:5]1[C:10]([NH2:11])=[N:9][CH:8]=[C:7]([C:12]2[CH:17]=[CH:16][CH:15]=[C:14]([CH2:18][NH2:19])[CH:13]=2)[N:6]=1)=[O:4]. Given the reactants [CH3:1][NH:2][C:3]([C:5]1[C:10]([NH2:11])=[N:9][CH:8]=[C:7]([C:12]2[CH:17]=[CH:16][CH:15]=[C:14]([CH2:18][N:19]=[N+]=[N-])[CH:13]=2)[N:6]=1)=[O:4].C1(P(C2C=CC=CC=2)C2C=CC=CC=2)C=CC=CC=1, predict the reaction product. (6) Given the reactants [N+:1]([C:4]1[CH:9]=[CH:8][CH:7]=[CH:6][C:5]=1[S:10]([NH:13][CH2:14][CH2:15][CH2:16][CH2:17][CH2:18][NH:19][C:20](=[O:26])[O:21][CH2:22][CH2:23][CH2:24][CH3:25])(=[O:12])=[O:11])([O-:3])=[O:2].[C:27](=O)([O-])[O-].[K+].[K+].CI.ClCCl, predict the reaction product. The product is: [CH3:27][N:13]([S:10]([C:5]1[CH:6]=[CH:7][CH:8]=[CH:9][C:4]=1[N+:1]([O-:3])=[O:2])(=[O:12])=[O:11])[CH2:14][CH2:15][CH2:16][CH2:17][CH2:18][NH:19][C:20](=[O:26])[O:21][CH2:22][CH2:23][CH2:24][CH3:25]. (7) Given the reactants [OH:1][N:2]1[C:6](=[O:7])[C@@H:5]([O:8][C:9](=[O:16])[C:10]2[CH:15]=[CH:14][CH:13]=[CH:12][CH:11]=2)[C@H:4]([O:17][C:18](=[O:25])[C:19]2[CH:24]=[CH:23][CH:22]=[CH:21][CH:20]=2)[C:3]1=[O:26].C(=O)(SC)O[O:29][CH:30]([O:34][C:35](=[O:39])[CH:36]([CH3:38])[CH3:37])[CH:31]([CH3:33])[CH3:32].[C:43](OO)(=[O:45])C, predict the reaction product. The product is: [CH3:38][CH:36]([CH3:37])[C:35]([O:34][C@H:30]([O:29][C:43]([O:1][N:2]1[C:6](=[O:7])[C@@H:5]([O:8][C:9](=[O:16])[C:10]2[CH:11]=[CH:12][CH:13]=[CH:14][CH:15]=2)[C@H:4]([O:17][C:18](=[O:25])[C:19]2[CH:24]=[CH:23][CH:22]=[CH:21][CH:20]=2)[C:3]1=[O:26])=[O:45])[CH:31]([CH3:32])[CH3:33])=[O:39]. (8) Given the reactants [Cl:1][C:2]1[CH:3]=[C:4]([CH3:11])[CH:5]=[CH:6][C:7]=1[N+:8]([O-:10])=[O:9].C1C(=O)N([Br:19])C(=O)C1.N(C(C)(C)C#N)=NC(C)(C)C#N, predict the reaction product. The product is: [Br:19][CH2:11][C:4]1[CH:5]=[CH:6][C:7]([N+:8]([O-:10])=[O:9])=[C:2]([Cl:1])[CH:3]=1. (9) Given the reactants [I:1][C:2]1[CH:7]=[CH:6][C:5]([C@H:8]2CO[CH2:10][C@H:9]2[NH2:13])=[CH:4][CH:3]=1.C1CCN2C(=NCCC2)CC1.[CH:25]([S:28](Cl)(=[O:30])=[O:29])([CH3:27])[CH3:26].[NH4+].[Cl-].ClCCl.[CH3:37][OH:38], predict the reaction product. The product is: [I:1][C:2]1[CH:3]=[CH:4][C:5]([C@H:8]2[C@@H:9]([NH:13][S:28]([CH:25]([CH3:27])[CH3:26])(=[O:30])=[O:29])[CH2:10][CH2:37][O:38]2)=[CH:6][CH:7]=1. (10) Given the reactants [OH:1][CH2:2][C@H:3]1[N:8]([C:9]([C:11]2[CH:16]=[CH:15][CH:14]=[CH:13][CH:12]=2)=[O:10])[CH2:7][CH2:6][O:5][CH2:4]1.[OH:17][C:18]1[CH:25]=[CH:24][CH:23]=[C:22](O)[C:19]=1[CH:20]=[O:21].C1C=CC(P(C2C=CC=CC=2)C2C=CC=CC=2)=CC=1.CC(OC(/N=N/C(OC(C)C)=O)=O)C, predict the reaction product. The product is: [C:9]([N:8]1[CH2:7][CH2:6][O:5][CH2:4][C@H:3]1[CH2:2][O:1][C:22]1[CH:23]=[CH:24][CH:25]=[C:18]([OH:17])[C:19]=1[CH:20]=[O:21])(=[O:10])[C:11]1[CH:16]=[CH:15][CH:14]=[CH:13][CH:12]=1.